Dataset: Full USPTO retrosynthesis dataset with 1.9M reactions from patents (1976-2016). Task: Predict the reactants needed to synthesize the given product. (1) Given the product [Br:23][C:20]1[CH:19]=[CH:18][C:17]([C:16]([C:24]2[CH:29]=[CH:28][C:27]([Br:30])=[CH:26][CH:25]=2)=[CH:15][CH2:14][O:13][C:9]2[CH:8]=[C:7]([CH2:6][CH2:5][C:4]([OH:31])=[O:3])[CH:12]=[CH:11][CH:10]=2)=[CH:22][CH:21]=1, predict the reactants needed to synthesize it. The reactants are: C([O:3][C:4](=[O:31])[CH2:5][CH2:6][C:7]1[CH:12]=[CH:11][CH:10]=[C:9]([O:13][CH2:14][CH:15]=[C:16]([C:24]2[CH:29]=[CH:28][C:27]([Br:30])=[CH:26][CH:25]=2)[C:17]2[CH:22]=[CH:21][C:20]([Br:23])=[CH:19][CH:18]=2)[CH:8]=1)C.C(O)C.O. (2) The reactants are: [CH3:1][O:2][C:3]1[CH:30]=[C:29]([O:31][CH3:32])[CH:28]=[CH:27][C:4]=1[CH2:5][N:6]([C:20]1[CH:25]=[CH:24][CH:23]=[C:22]([F:26])[N:21]=1)[S:7]([C:10]1[CH:19]=[CH:18][C:13]2[NH:14][C:15](=[O:17])[O:16][C:12]=2[CH:11]=1)(=[O:9])=[O:8].C1(P(C2C=CC=CC=2)C2C=CC=CC=2)C=CC=CC=1.CCOC(/N=N/C(OCC)=O)=O.O[C@H:65]([C:67]1[CH:68]=[CH:69][CH:70]=[C:71]2[C:76]=1[CH2:75][N:74]([C:77]([O:79][C:80]([CH3:83])([CH3:82])[CH3:81])=[O:78])[CH2:73][CH2:72]2)[CH3:66]. Given the product [CH3:1][O:2][C:3]1[CH:30]=[C:29]([O:31][CH3:32])[CH:28]=[CH:27][C:4]=1[CH2:5][N:6]([C:20]1[CH:25]=[CH:24][CH:23]=[C:22]([F:26])[N:21]=1)[S:7]([C:10]1[CH:19]=[CH:18][C:13]2[N:14]([C@@H:65]([C:67]3[CH:68]=[CH:69][CH:70]=[C:71]4[C:76]=3[CH2:75][N:74]([C:77]([O:79][C:80]([CH3:81])([CH3:83])[CH3:82])=[O:78])[CH2:73][CH2:72]4)[CH3:66])[C:15](=[O:17])[O:16][C:12]=2[CH:11]=1)(=[O:8])=[O:9], predict the reactants needed to synthesize it. (3) Given the product [NH2:9][C:3]1[N:4]=[CH:5][N:6]=[C:7]([NH:10][C@@H:11]2[CH2:16][CH2:15][CH2:14][N:13]([C:17](=[O:19])/[CH:44]=[CH:43]/[CH2:42][N:41]([CH3:48])[CH3:40])[CH2:12]2)[C:2]=1[C:28]1[CH:29]=[CH:30][C:25]([O:24][C:31]2[CH:36]=[CH:35][CH:34]=[CH:33][CH:32]=2)=[CH:26][CH:27]=1, predict the reactants needed to synthesize it. The reactants are: Cl[C:2]1[C:3]([NH2:9])=[N:4][CH:5]=[N:6][C:7]=1Cl.[NH2:10][C@@H:11]1[CH2:16][CH2:15][CH2:14][N:13]([C:17]([O:19]C(C)(C)C)=O)[CH2:12]1.[O:24]([C:31]1[CH:36]=[CH:35][C:34](B(O)O)=[CH:33][CH:32]=1)[C:25]1[CH:30]=[CH:29][CH:28]=[CH:27][CH:26]=1.[CH3:40][N:41]([CH3:48])[CH2:42]/[CH:43]=[CH:44]/C(O)=O. (4) Given the product [CH2:14]([O:12][C:5]1[CH:6]=[CH:7][C:8]([N+:9]([O-:11])=[O:10])=[C:3]([CH2:2][OH:1])[CH:4]=1)[CH3:15], predict the reactants needed to synthesize it. The reactants are: [OH:1][CH2:2][C:3]1[CH:4]=[C:5]([OH:12])[CH:6]=[CH:7][C:8]=1[N+:9]([O-:11])=[O:10].Br[CH2:14][CH3:15].C([O-])([O-])=O.[K+].[K+].